From a dataset of Forward reaction prediction with 1.9M reactions from USPTO patents (1976-2016). Predict the product of the given reaction. (1) Given the reactants [C:1]([O:5][C:6](=[O:27])[C:7]([S:10][C:11]1[S:12][CH:13]=[C:14]([CH2:16][C:17]([NH:19][C:20]2[CH:25]=[CH:24][C:23](Br)=[CH:22][CH:21]=2)=[O:18])[N:15]=1)([CH3:9])[CH3:8])([CH3:4])([CH3:3])[CH3:2].[F:28][C:29]([F:41])([F:40])[C:30]1[CH:35]=[CH:34][C:33](OB(O)O)=[CH:32][CH:31]=1.O, predict the reaction product. The product is: [C:1]([O:5][C:6](=[O:27])[C:7]([CH3:9])([S:10][C:11]1[S:12][CH:13]=[C:14]([CH2:16][C:17](=[O:18])[NH:19][C:20]2[CH:25]=[CH:24][C:23]([C:33]3[CH:34]=[CH:35][C:30]([C:29]([F:41])([F:40])[F:28])=[CH:31][CH:32]=3)=[CH:22][CH:21]=2)[N:15]=1)[CH3:8])([CH3:4])([CH3:3])[CH3:2]. (2) Given the reactants [F:1][C:2]1[CH:7]=[C:6]([F:8])[CH:5]=[C:4]([F:9])[CH:3]=1.[Br:10]Br, predict the reaction product. The product is: [F:1][C:2]1[CH:7]=[C:6]([F:8])[CH:5]=[C:4]([F:9])[C:3]=1[Br:10]. (3) Given the reactants Cl.[CH3:2][O:3][C:4](=[O:14])[C:5]1[CH:10]=[C:9]([S:11][CH3:12])[CH:8]=[C:7]([NH2:13])[CH:6]=1.N1C=CC=CC=1.[Cl:21][CH2:22][CH2:23][CH2:24][S:25](Cl)(=[O:27])=[O:26], predict the reaction product. The product is: [CH3:2][O:3][C:4](=[O:14])[C:5]1[CH:10]=[C:9]([S:11][CH3:12])[CH:8]=[C:7]([NH:13][S:25]([CH2:24][CH2:23][CH2:22][Cl:21])(=[O:27])=[O:26])[CH:6]=1. (4) Given the reactants [CH3:1][N:2]([CH3:6])[CH2:3][CH2:4][NH2:5].[OH:7][CH2:8][CH2:9][N:10]([CH2:34][CH2:35][C:36]1[CH:41]=[CH:40][CH:39]=[CH:38][CH:37]=1)[C:11](=[O:33])[NH:12][C@@H:13]([CH2:23][C:24]1[CH:29]=[CH:28][C:27]([N+:30]([O-:32])=[O:31])=[CH:26][CH:25]=1)[C:14](OC1C=CC=CC=1)=[O:15], predict the reaction product. The product is: [CH3:1][N:2]([CH3:6])[CH2:3][CH2:4][NH:5][C:14](=[O:15])[C@@H:13]([NH:12][C:11]([N:10]([CH2:9][CH2:8][OH:7])[CH2:34][CH2:35][C:36]1[CH:41]=[CH:40][CH:39]=[CH:38][CH:37]=1)=[O:33])[CH2:23][C:24]1[CH:25]=[CH:26][C:27]([N+:30]([O-:32])=[O:31])=[CH:28][CH:29]=1. (5) Given the reactants [Cl:1][C:2]1[CH:3]=[C:4]2[C:9](=[CH:10][C:11]=1[C:12](O)=[O:13])[N:8]=[CH:7][N:6]=[C:5]2[NH:15][CH:16]([C:18]1[NH:22][C:21]2[CH:23]=[CH:24][C:25]([Cl:27])=[CH:26][C:20]=2[N:19]=1)[CH3:17].FC1C(OC(N(C)C)=[N+](C)C)=C(F)C(F)=C(F)C=1F.F[P-](F)(F)(F)(F)F.C(N(C(C)C)CC)(C)C.[CH2:63]([O:70][C:71]([CH:73]1[CH2:77][CH2:76][CH2:75][NH:74]1)=[O:72])[C:64]1[CH:69]=[CH:68][CH:67]=[CH:66][CH:65]=1, predict the reaction product. The product is: [Cl:1][C:2]1[CH:3]=[C:4]2[C:9](=[CH:10][C:11]=1[C:12]([N:74]1[CH2:75][CH2:76][CH2:77][CH:73]1[C:71]([O:70][CH2:63][C:64]1[CH:65]=[CH:66][CH:67]=[CH:68][CH:69]=1)=[O:72])=[O:13])[N:8]=[CH:7][N:6]=[C:5]2[NH:15][CH:16]([C:18]1[NH:22][C:21]2[CH:23]=[CH:24][C:25]([Cl:27])=[CH:26][C:20]=2[N:19]=1)[CH3:17].